This data is from Retrosynthesis with 50K atom-mapped reactions and 10 reaction types from USPTO. The task is: Predict the reactants needed to synthesize the given product. Given the product CC(C)(O)C(=O)c1ccc(Cl)cc1, predict the reactants needed to synthesize it. The reactants are: CC(C)(O[Si](C)(C)C)C(=O)c1ccc(Cl)cc1.